This data is from Forward reaction prediction with 1.9M reactions from USPTO patents (1976-2016). The task is: Predict the product of the given reaction. (1) Given the reactants [C:1]([O:5][CH2:6][CH2:7][NH2:8])([CH3:4])([CH3:3])[CH3:2].[NH2:9][C:10]1[CH:11]=[C:12]([CH:17]=[CH:18][C:19]=1[F:20])[C:13](OC)=[O:14], predict the reaction product. The product is: [NH2:9][C:10]1[CH:11]=[C:12]([CH:17]=[CH:18][C:19]=1[F:20])[C:13]([NH:8][CH2:7][CH2:6][O:5][C:1]([CH3:4])([CH3:3])[CH3:2])=[O:14]. (2) Given the reactants [OH:1][C:2]1[CH:14]=[CH:13][C:12]2[C:11]3[C:6](=[CH:7][C:8]([OH:15])=[CH:9][CH:10]=3)[C:5](=[O:16])[C:4]=2[CH:3]=1.C(=O)([O-])[O-].[K+].[K+].[CH2:23](Br)[CH2:24][CH2:25][CH2:26][CH2:27][CH2:28][CH2:29][CH2:30][CH2:31][CH2:32][CH2:33][CH2:34][CH2:35][CH2:36][CH2:37][CH2:38][CH2:39][CH2:40][CH2:41][CH2:42][CH2:43][CH3:44].Cl, predict the reaction product. The product is: [CH2:23]([O:1][C:2]1[CH:14]=[CH:13][C:12]2[C:11]3[C:6](=[CH:7][C:8]([O:15][CH2:44][CH2:43][CH2:42][CH2:41][CH2:40][CH2:39][CH2:38][CH2:37][CH2:36][CH2:35][CH2:34][CH2:33][CH2:32][CH2:31][CH2:30][CH2:29][CH2:28][CH2:27][CH2:26][CH2:25][CH2:24][CH3:23])=[CH:9][CH:10]=3)[C:5](=[O:16])[C:4]=2[CH:3]=1)[CH2:24][CH2:25][CH2:26][CH2:27][CH2:28][CH2:29][CH2:30][CH2:31][CH2:32][CH2:33][CH2:34][CH2:35][CH2:36][CH2:37][CH2:38][CH2:39][CH2:40][CH2:41][CH2:42][CH2:43][CH3:44].